Task: Predict which catalyst facilitates the given reaction.. Dataset: Catalyst prediction with 721,799 reactions and 888 catalyst types from USPTO Reactant: [NH:1]1[CH2:4][CH:3]([CH2:5][O:6][C:7]2[CH:12]=[CH:11][C:10]([N:13]3[CH2:17][C@H:16]([CH2:18][NH:19][C:20](=[O:22])[CH3:21])[O:15][C:14]3=[O:23])=[CH:9][C:8]=2[F:24])[CH2:2]1.Cl[C:26]1[N:35]=[C:34]2[C:29]([C:30](=[O:42])[C:31]([C:39]([OH:41])=[O:40])=[CH:32][N:33]2[CH:36]2[CH2:38][CH2:37]2)=[CH:28][C:27]=1[F:43].C[Si](C)(C)Cl.C(N(CC)CC)C. Product: [C:20]([NH:19][CH2:18][CH:16]1[O:15][C:14](=[O:23])[N:13]([C:10]2[CH:11]=[CH:12][C:7]([O:6][CH2:5][CH:3]3[CH2:4][N:1]([C:26]4[N:35]=[C:34]5[C:29]([C:30](=[O:42])[C:31]([C:39]([OH:41])=[O:40])=[CH:32][N:33]5[CH:36]5[CH2:38][CH2:37]5)=[CH:28][C:27]=4[F:43])[CH2:2]3)=[C:8]([F:24])[CH:9]=2)[CH2:17]1)(=[O:22])[CH3:21]. The catalyst class is: 60.